Dataset: CYP2C19 inhibition data for predicting drug metabolism from PubChem BioAssay. Task: Regression/Classification. Given a drug SMILES string, predict its absorption, distribution, metabolism, or excretion properties. Task type varies by dataset: regression for continuous measurements (e.g., permeability, clearance, half-life) or binary classification for categorical outcomes (e.g., BBB penetration, CYP inhibition). Dataset: cyp2c19_veith. (1) The drug is Cc1noc(C)c1-c1ccc2ncnc(NC3CCNCC3)c2c1. The result is 1 (inhibitor). (2) The molecule is COc1ccc2[nH]cc(CCNc3nc(-c4ccccc4OC)nc4ccccc34)c2c1. The result is 1 (inhibitor).